From a dataset of Full USPTO retrosynthesis dataset with 1.9M reactions from patents (1976-2016). Predict the reactants needed to synthesize the given product. (1) Given the product [F:5][CH2:4][C:3]([C:7]1[O:11][N:10]=[C:9]([NH:12][C:13]([NH:43][C:42]2[CH:44]=[CH:45][CH:46]=[C:40]([S:39][C:27]3[C:26]4[C:31](=[CH:32][C:33]([O:34][CH2:35][CH2:36][O:37][CH3:38])=[C:24]([O:23][CH3:22])[CH:25]=4)[N:30]=[CH:29][N:28]=3)[CH:41]=2)=[O:21])[CH:8]=1)([CH3:6])[CH2:2][F:1], predict the reactants needed to synthesize it. The reactants are: [F:1][CH2:2][C:3]([C:7]1[O:11][N:10]=[C:9]([NH:12][C:13](=[O:21])OC2C=CC=CC=2)[CH:8]=1)([CH3:6])[CH2:4][F:5].[CH3:22][O:23][C:24]1[CH:25]=[C:26]2[C:31](=[CH:32][C:33]=1[O:34][CH2:35][CH2:36][O:37][CH3:38])[N:30]=[CH:29][N:28]=[C:27]2[S:39][C:40]1[CH:41]=[C:42]([CH:44]=[CH:45][CH:46]=1)[NH2:43]. (2) Given the product [OH:2][C:3]1[CH:4]=[CH:5][C:6]2[CH2:12][CH:11]([CH2:13][C:14]([O:16][CH2:17][CH3:18])=[O:15])[C:10]3[CH:19]=[CH:20][CH:21]=[C:22]([CH3:23])[C:9]=3[CH2:8][C:7]=2[CH:24]=1, predict the reactants needed to synthesize it. The reactants are: C[O:2][C:3]1[CH:4]=[CH:5][C:6]2[CH2:12][CH:11]([CH2:13][C:14]([O:16][CH2:17][CH3:18])=[O:15])[C:10]3[CH:19]=[CH:20][CH:21]=[C:22]([CH3:23])[C:9]=3[CH2:8][C:7]=2[CH:24]=1.COC1C=CC2CC(CC(OCC)=O)C3C=CC=CC=3CC=2C=1. (3) Given the product [Cl:1][C:2]1[CH:7]=[C:6]([O:8][C:9]2[CH:14]=[CH:13][C:12]([NH2:15])=[N:11][CH:10]=2)[CH:5]=[CH:4][N:3]=1, predict the reactants needed to synthesize it. The reactants are: [Cl:1][C:2]1[CH:7]=[C:6]([O:8][C:9]2[CH:10]=[N:11][C:12]([N+:15]([O-])=O)=[CH:13][CH:14]=2)[CH:5]=[CH:4][N:3]=1.[Cl-].[NH4+]. (4) The reactants are: Cl.[C:2]([C:4]1[CH:5]=[C:6]([O:10][CH:11]2[CH2:16][CH2:15][NH:14][CH2:13][CH2:12]2)[CH:7]=[CH:8][CH:9]=1)#[N:3].C(N(C(C)C)CC)(C)C.[Cl:26][C:27]1[CH:32]=[C:31]([Cl:33])[CH:30]=[CH:29][C:28]=1[CH2:34][N:35]=[C:36]=[O:37]. Given the product [Cl:26][C:27]1[CH:32]=[C:31]([Cl:33])[CH:30]=[CH:29][C:28]=1[CH2:34][NH:35][C:36]([N:14]1[CH2:15][CH2:16][CH:11]([O:10][C:6]2[CH:7]=[CH:8][CH:9]=[C:4]([C:2]#[N:3])[CH:5]=2)[CH2:12][CH2:13]1)=[O:37], predict the reactants needed to synthesize it. (5) Given the product [Cl:1][C:2]1[C:3]([S:24]([N:27]([CH2:37][C:38]2[CH:39]=[CH:40][C:41]([O:44][CH3:45])=[CH:42][CH:43]=2)[CH2:28][C:29]2[CH:30]=[CH:31][C:32]([O:35][CH3:36])=[CH:33][CH:34]=2)(=[O:25])=[O:26])=[N:4][CH:5]=[C:6]([C:9]([N:11]2[CH2:16][CH2:15][CH:14]([C:17]3[CH:18]=[CH:19][C:20]([F:23])=[CH:21][CH:22]=3)[CH2:13][CH2:12]2)=[O:10])[C:7]=1[NH:46][C:47]1[CH:54]=[C:53]([N+:55]([O-:57])=[O:56])[CH:52]=[CH:51][C:48]=1[C:49]#[N:50], predict the reactants needed to synthesize it. The reactants are: [Cl:1][C:2]1[C:3]([S:24]([N:27]([CH2:37][C:38]2[CH:43]=[CH:42][C:41]([O:44][CH3:45])=[CH:40][CH:39]=2)[CH2:28][C:29]2[CH:34]=[CH:33][C:32]([O:35][CH3:36])=[CH:31][CH:30]=2)(=[O:26])=[O:25])=[N:4][CH:5]=[C:6]([C:9]([N:11]2[CH2:16][CH2:15][CH:14]([C:17]3[CH:22]=[CH:21][C:20]([F:23])=[CH:19][CH:18]=3)[CH2:13][CH2:12]2)=[O:10])[C:7]=1Cl.[NH2:46][C:47]1[CH:54]=[C:53]([N+:55]([O-:57])=[O:56])[CH:52]=[CH:51][C:48]=1[C:49]#[N:50]. (6) Given the product [Cl:12][C:4]1[N:3]=[C:2]([NH:14][NH2:15])[CH:7]=[CH:6][C:5]=1[C:8]([F:11])([F:10])[F:9], predict the reactants needed to synthesize it. The reactants are: Cl[C:2]1[CH:7]=[CH:6][C:5]([C:8]([F:11])([F:10])[F:9])=[C:4]([Cl:12])[N:3]=1.O.[NH2:14][NH2:15]. (7) Given the product [NH2:43][C:39]1[CH:38]=[C:37]([N:44]2[CH2:49][CH2:48][N:47]([C:11]([NH:1][C:2]3[C:3](=[O:9])[N:4]([CH3:8])[CH:5]=[CH:6][CH:7]=3)=[O:12])[CH2:46][CH2:45]2)[C:36]2[C:41](=[CH:42][C:33]([Cl:32])=[CH:34][CH:35]=2)[N:40]=1, predict the reactants needed to synthesize it. The reactants are: [NH2:1][C:2]1[C:3](=[O:9])[N:4]([CH3:8])[CH:5]=[CH:6][CH:7]=1.Cl[C:11](OC1C=CC([N+]([O-])=O)=CC=1)=[O:12].C(N(C(C)C)CC)(C)C.[Cl:32][C:33]1[CH:42]=[C:41]2[C:36]([C:37]([N:44]3[CH2:49][CH2:48][NH:47][CH2:46][CH2:45]3)=[CH:38][C:39]([NH2:43])=[N:40]2)=[CH:35][CH:34]=1. (8) The reactants are: [F:1][C:2]1[CH:3]=[C:4]([CH:6]=[CH:7][C:8]=1[O:9][C:10]1C=CN=[C:12]2[CH:16]=[C:17]([C:19]3[CH:24]=[CH:23][C:22]([CH2:25][N:26]4[CH2:31][CH2:30][O:29][CH2:28][CH2:27]4)=[CH:21][N:20]=3)[S:18][C:11]=12)[NH2:5].CC[N:34]([CH:38]([CH3:40])[CH3:39])[CH:35](C)C.ClC(Cl)([O:44]C(=O)OC(Cl)(Cl)Cl)Cl.[CH:53]1([NH2:56])C[CH2:54]1. Given the product [CH:38]1([NH:34][C:35]([NH:5][C:4]2[CH:6]=[CH:7][C:8]([O:9][C:10]3[C:11]4[S:18][C:17]([C:19]5[CH:24]=[CH:23][C:22]([CH2:25][N:26]6[CH2:27][CH2:28][O:29][CH2:30][CH2:31]6)=[CH:21][N:20]=5)=[CH:16][C:12]=4[CH:54]=[CH:53][N:56]=3)=[C:2]([F:1])[CH:3]=2)=[O:44])[CH2:39][CH2:40]1, predict the reactants needed to synthesize it. (9) Given the product [Cl:18][C:19]1[C:27]2[N:26]=[CH:25][NH:24][C:23]=2[CH:22]=[CH:21][C:20]=1[CH2:34][N:35]([CH3:36])[C:2]1[N:7]=[C:6]([NH:8][C:9]2[CH:13]=[C:12]([CH:14]([F:16])[F:15])[NH:11][N:10]=2)[CH:5]=[CH:4][N:3]=1, predict the reactants needed to synthesize it. The reactants are: Cl[C:2]1[N:7]=[C:6]([NH:8][C:9]2[CH:13]=[C:12]([CH:14]([F:16])[F:15])[NH:11][N:10]=2)[CH:5]=[CH:4][N:3]=1.Cl.[Cl:18][C:19]1[C:27]2[N:26]=[CH:25][N:24](C3CCCCO3)[C:23]=2[CH:22]=[CH:21][C:20]=1[CH2:34][NH:35][CH3:36].CCN(C(C)C)C(C)C.Cl.O1CCOCC1.